From a dataset of Reaction yield outcomes from USPTO patents with 853,638 reactions. Predict the reaction yield, written as a fraction of the theoretical maximum amount of product (1.0 means a 100% yield; for example, 0.34 means a 34% yield). (1) The reactants are [CH3:1][CH:2]([N:4]1[C:12](/[CH:13]=[CH:14]/[C@H:15]([OH:24])[CH2:16][C@H:17]([OH:23])[CH2:18][C:19]([O:21]C)=[O:20])=[C:11]([C:25]2[CH:30]=[CH:29][C:28]([F:31])=[CH:27][CH:26]=2)[C:10]2[C:5]1=[CH:6][CH:7]=[CH:8][CH:9]=2)[CH3:3].[OH-].[Na+:33].CC(OC)(C)C. The catalyst is O.CC(O)C. The product is [CH3:3][CH:2]([N:4]1[C:12](/[CH:13]=[CH:14]/[CH:15]([OH:24])[CH2:16][CH:17]([OH:23])[CH2:18][C:19]([O-:21])=[O:20])=[C:11]([C:25]2[CH:26]=[CH:27][C:28]([F:31])=[CH:29][CH:30]=2)[C:10]2[CH:9]=[CH:8][CH:7]=[CH:6][C:5]1=2)[CH3:1].[Na+:33]. The yield is 0.620. (2) The reactants are [CH3:1][O:2][C:3]1[CH:8]=[CH:7][C:6]([C:9]2[NH:13][C:12]3[CH:14]=[C:15]([NH:18][C:19]([C:21]4[CH:30]=[CH:29][C:24]([C:25](OC)=[O:26])=[CH:23][CH:22]=4)=[O:20])[CH:16]=[CH:17][C:11]=3[N:10]=2)=[CH:5][CH:4]=1.CO[C:33]1[CH:38]=[CH:37][C:36]([C:39]2[NH:43]C3C=C(N)C=CC=3N=2)=[CH:35][CH:34]=1.ClC(C1C=CC(C([O:58][CH3:59])=O)=CC=1)=O.[N:62]1C=CC=CC=1. No catalyst specified. The product is [CH3:59][O:58][C:38]1[CH:37]=[C:36]([CH:35]=[CH:34][CH:33]=1)/[CH:39]=[N:43]/[NH:62][C:25]([C:24]1[CH:23]=[CH:22][C:21]([C:19]([NH:18][C:15]2[CH:16]=[CH:17][C:11]3[N:10]=[C:9]([C:6]4[CH:7]=[CH:8][C:3]([O:2][CH3:1])=[CH:4][CH:5]=4)[NH:13][C:12]=3[CH:14]=2)=[O:20])=[CH:30][CH:29]=1)=[O:26]. The yield is 0.440. (3) The reactants are [NH:1]1[CH2:6][CH2:5][CH:4]([CH2:7][O:8][CH2:9][C:10]([O:12][CH2:13][CH3:14])=[O:11])[CH2:3][CH2:2]1.[C:15](=[O:27])([O:17][C:18]1[CH:23]=[CH:22][C:21]([N+:24]([O-:26])=[O:25])=[CH:20][CH:19]=1)N. No catalyst specified. The product is [CH2:13]([O:12][C:10](=[O:11])[CH2:9][O:8][CH2:7][CH:4]1[CH2:5][CH2:6][N:1]([C:15]([O:17][C:18]2[CH:19]=[CH:20][C:21]([N+:24]([O-:26])=[O:25])=[CH:22][CH:23]=2)=[O:27])[CH2:2][CH2:3]1)[CH3:14]. The yield is 0.610. (4) The reactants are [C:1]([N:8]1[CH2:13][CH2:12][NH:11][CH2:10][CH2:9]1)([O:3][C:4]([CH3:7])([CH3:6])[CH3:5])=[O:2].[CH3:14][C:15]([CH3:20])([CH3:19])[CH2:16][CH:17]=O.C([BH3-])#N.[Na+]. The catalyst is CO.C(O)(=O)C. The product is [C:4]([O:3][C:1]([N:8]1[CH2:9][CH2:10][N:11]([CH2:17][CH2:16][C:15]([CH3:20])([CH3:19])[CH3:14])[CH2:12][CH2:13]1)=[O:2])([CH3:7])([CH3:6])[CH3:5]. The yield is 0.840. (5) The reactants are CC([CH:5]([C:9]1[CH:14]=[CH:13][CH:12]=[CH:11][C:10]=1[NH:15][C:16](=[O:31])[CH2:17][O:18][C:19]1[CH:24]=[CH:23][C:22]([C:25]2[CH:30]=[CH:29][CH:28]=[CH:27][CH:26]=2)=[CH:21][CH:20]=1)[C:6]([O-:8])=[O:7])(C)C.C(O)(C(F)(F)F)=O. The catalyst is C(Cl)Cl. The product is [C:22]1([C:25]2[CH:30]=[CH:29][CH:28]=[CH:27][CH:26]=2)[CH:21]=[CH:20][C:19]([O:18][CH2:17][C:16]([NH:15][C:10]2[CH:11]=[CH:12][CH:13]=[CH:14][C:9]=2[CH2:5][C:6]([OH:8])=[O:7])=[O:31])=[CH:24][CH:23]=1. The yield is 0.980. (6) The reactants are [C:1]1([C:7]#[C:8][CH3:9])[CH:6]=[CH:5][CH:4]=[CH:3][CH:2]=1. The catalyst is C1(C)C=CC=CC=1. The product is [C:1]1([C:7]#[C:8][C:9]2[CH:5]=[CH:6][CH:1]=[CH:2][CH:3]=2)[CH:6]=[CH:5][CH:4]=[CH:3][CH:2]=1. The yield is 0.780. (7) The reactants are [CH3:1][C:2]1[N:3]([C:8]2[N:13]=[C:12]([C:14]3[C:19]([O:20][CH3:21])=[CH:18][C:17]([CH:22]=[CH:23][CH2:24][N:25]([CH3:27])[CH3:26])=[C:16]([O:28][CH3:29])[CH:15]=3)[CH:11]=[CH:10][CH:9]=2)[C:4]([CH3:7])=[CH:5][CH:6]=1.[H][H]. The catalyst is C(O)C.[Pd]. The product is [CH3:7][C:4]1[N:3]([C:8]2[N:13]=[C:12]([C:14]3[C:19]([O:20][CH3:21])=[CH:18][C:17]([CH2:22][CH2:23][CH2:24][N:25]([CH3:27])[CH3:26])=[C:16]([O:28][CH3:29])[CH:15]=3)[CH:11]=[CH:10][CH:9]=2)[C:2]([CH3:1])=[CH:6][CH:5]=1. The yield is 0.280.